This data is from Cav3 T-type calcium channel HTS with 100,875 compounds. The task is: Binary Classification. Given a drug SMILES string, predict its activity (active/inactive) in a high-throughput screening assay against a specified biological target. The molecule is o1c(c2cc(OC)c(O)cc2)cc(=O)c2c1cccc2. The result is 0 (inactive).